The task is: Predict the reactants needed to synthesize the given product.. This data is from Full USPTO retrosynthesis dataset with 1.9M reactions from patents (1976-2016). (1) The reactants are: [CH3:1][C:2]1([CH3:28])[CH2:6][O:5][C:4]([C:7]2[C:8]([C:20]([C:22]3[CH:27]=[CH:26][CH:25]=[CH:24][CH:23]=3)=[O:21])=[CH:9][C:10]([N:13]3[CH2:18][CH2:17][N:16]([CH3:19])[CH2:15][CH2:14]3)=[N:11][CH:12]=2)=[N:3]1.Cl.[OH-:30].[Na+]. Given the product [NH2:3][C:2]([CH3:1])([CH3:28])[CH2:6][O:5][C:4](=[O:30])[C:7]1[C:8]([C:20](=[O:21])[C:22]2[CH:27]=[CH:26][CH:25]=[CH:24][CH:23]=2)=[CH:9][C:10]([N:13]2[CH2:18][CH2:17][N:16]([CH3:19])[CH2:15][CH2:14]2)=[N:11][CH:12]=1, predict the reactants needed to synthesize it. (2) Given the product [CH2:1]([O:8][C:9]1[CH:36]=[CH:35][C:12]([CH2:13][N:14]([CH2:27][CH2:28][C:29]2[CH:34]=[CH:33][CH:32]=[CH:31][N:30]=2)[C:15](=[O:26])[CH2:16][CH2:17][CH2:18][CH2:19][C:20]2[CH:25]=[CH:24][CH:23]=[CH:22][CH:21]=2)=[CH:11][C:10]=1[O:37][CH2:38][C:39](=[O:41])[NH2:49])[C:2]1[CH:7]=[CH:6][CH:5]=[CH:4][CH:3]=1, predict the reactants needed to synthesize it. The reactants are: [CH2:1]([O:8][C:9]1[CH:36]=[CH:35][C:12]([CH2:13][N:14]([CH2:27][CH2:28][C:29]2[CH:34]=[CH:33][CH:32]=[CH:31][N:30]=2)[C:15](=[O:26])[CH2:16][CH2:17][CH2:18][CH2:19][C:20]2[CH:25]=[CH:24][CH:23]=[CH:22][CH:21]=2)=[CH:11][C:10]=1[O:37][CH2:38][C:39]([OH:41])=O)[C:2]1[CH:7]=[CH:6][CH:5]=[CH:4][CH:3]=1.C(Cl)(=O)C(Cl)=O.C[N:49](C=O)C.[NH4+].[OH-]. (3) Given the product [CH3:20][O:19][C:13]1[CH:18]=[CH:17][C:16]([C:6](=[O:12])[C:7]([O:9][CH2:10][CH3:11])=[O:8])=[CH:15][CH:14]=1, predict the reactants needed to synthesize it. The reactants are: [Cl-].[Al+3].[Cl-].[Cl-].Cl[C:6](=[O:12])[C:7]([O:9][CH2:10][CH3:11])=[O:8].[C:13]1([O:19][CH3:20])[CH:18]=[CH:17][CH:16]=[CH:15][CH:14]=1. (4) Given the product [CH3:40][C@H:31]1[CH2:30][CH2:29][C:28]2[C:33](=[CH:34][CH:35]=[C:26]([C:24]3[CH:23]=[N:22][N:21]([CH:18]4[CH2:19][CH2:20][NH:15][CH2:16][CH2:17]4)[CH:25]=3)[C:27]=2[O:41][CH2:42][CH2:43][CH3:44])[N:32]1[C:36]([O:38][CH3:39])=[O:37], predict the reactants needed to synthesize it. The reactants are: FC(F)(F)C(O)=O.C(OC([N:15]1[CH2:20][CH2:19][CH:18]([N:21]2[CH:25]=[C:24]([C:26]3[C:27]([O:41][CH2:42][CH2:43][CH3:44])=[C:28]4[C:33](=[CH:34][CH:35]=3)[N:32]([C:36]([O:38][CH3:39])=[O:37])[C@@H:31]([CH3:40])[CH2:30][CH2:29]4)[CH:23]=[N:22]2)[CH2:17][CH2:16]1)=O)(C)(C)C. (5) Given the product [Br:1][C:13]1[CH:14]=[C:9]([CH2:8][Br:7])[CH:10]=[CH:11][C:12]=1[O:15][CH3:16], predict the reactants needed to synthesize it. The reactants are: [Br-:1].[K+].[N+]([O-])(O)=O.[Br:7][CH2:8][C:9]1[CH:14]=[CH:13][C:12]([O:15][CH3:16])=[CH:11][CH:10]=1. (6) Given the product [CH:1]1([NH:7][CH2:23][C:21]2[S:20][C:11]3[N:12]=[C:13]([C:15]4[O:16][CH:17]=[CH:18][CH:19]=4)[N:14]=[C:9]([NH2:8])[C:10]=3[CH:22]=2)[CH2:6][CH2:5][CH2:4][CH2:3][CH2:2]1, predict the reactants needed to synthesize it. The reactants are: [CH:1]1([NH2:7])[CH2:6][CH2:5][CH2:4][CH2:3][CH2:2]1.[NH2:8][C:9]1[C:10]2[CH:22]=[C:21]([CH:23]=O)[S:20][C:11]=2[N:12]=[C:13]([C:15]2[O:16][CH:17]=[CH:18][CH:19]=2)[N:14]=1.C(C1SC(C#N)=CC=1)(C)(C)C. (7) Given the product [F:13][C:14]([F:25])([F:24])[C:15]1[CH:20]=[CH:19][C:18]([C:2]2[CH:3]=[C:4]3[C:8](=[CH:9][CH:10]=2)[NH:7][CH:6]=[C:5]3[CH:11]=[O:12])=[CH:17][CH:16]=1, predict the reactants needed to synthesize it. The reactants are: Br[C:2]1[CH:3]=[C:4]2[C:8](=[CH:9][CH:10]=1)[NH:7][CH:6]=[C:5]2[CH:11]=[O:12].[F:13][C:14]([F:25])([F:24])[C:15]1[CH:20]=[CH:19][C:18](B(O)O)=[CH:17][CH:16]=1.C(=O)([O-])[O-].[Na+].[Na+].